This data is from Full USPTO retrosynthesis dataset with 1.9M reactions from patents (1976-2016). The task is: Predict the reactants needed to synthesize the given product. (1) The reactants are: [F:1][C:2]([F:7])([F:6])[C:3]([OH:5])=[O:4].[Cl:8][C:9]1[CH:23]=[CH:22][C:12]([CH2:13][NH:14]C(=O)OC(C)(C)C)=[C:11]([CH2:24][NH:25][C:26]([C@@H:28]2[CH2:33][N:32]([CH3:34])[CH2:31][CH2:30][N:29]2[C:35](=[O:42])[C@H:36]([OH:41])[C:37]([CH3:40])([CH3:39])[CH3:38])=[O:27])[CH:10]=1. Given the product [F:1][C:2]([F:7])([F:6])[C:3]([OH:5])=[O:4].[NH2:14][CH2:13][C:12]1[CH:22]=[CH:23][C:9]([Cl:8])=[CH:10][C:11]=1[CH2:24][NH:25][C:26]([C@@H:28]1[CH2:33][N:32]([CH3:34])[CH2:31][CH2:30][N:29]1[C:35](=[O:42])[C@H:36]([OH:41])[C:37]([CH3:39])([CH3:40])[CH3:38])=[O:27], predict the reactants needed to synthesize it. (2) Given the product [NH2:11][C:9]1[CH:8]=[CH:7][C:6]2[N:2]([CH3:1])[C:3](=[O:15])[N:4]([CH3:14])[C:5]=2[CH:10]=1, predict the reactants needed to synthesize it. The reactants are: [CH3:1][N:2]1[C:6]2[CH:7]=[CH:8][C:9]([N+:11]([O-])=O)=[CH:10][C:5]=2[N:4]([CH3:14])[C:3]1=[O:15].[H][H]. (3) Given the product [O:19]=[S:16]1(=[O:20])[CH2:17][CH2:18][CH:14]([C:5]2[C:4]3[C:8](=[C:9]([C:11]([NH2:13])=[O:12])[CH:10]=[C:2]([C:23]4[CH:24]=[CH:25][O:21][CH:22]=4)[CH:3]=3)[NH:7][CH:6]=2)[CH2:15]1, predict the reactants needed to synthesize it. The reactants are: Br[C:2]1[CH:3]=[C:4]2[C:8](=[C:9]([C:11]([NH2:13])=[O:12])[CH:10]=1)[NH:7][CH:6]=[C:5]2[CH:14]1[CH2:18][CH2:17][S:16](=[O:20])(=[O:19])[CH2:15]1.[O:21]1[CH:25]=[CH:24][C:23](B(O)O)=[CH:22]1.C(=O)([O-])[O-].[K+].[K+]. (4) Given the product [Cl:23][C:12]1[CH:13]=[C:14]([C:15]2[CH:20]=[CH:19][C:18]([S:21][CH3:22])=[CH:17][CH:16]=2)[C:9]([OH:8])=[N:10][CH:11]=1, predict the reactants needed to synthesize it. The reactants are: C([O:8][C:9]1[C:14]([C:15]2[CH:20]=[CH:19][C:18]([S:21][CH3:22])=[CH:17][CH:16]=2)=[CH:13][C:12]([Cl:23])=[CH:11][N:10]=1)C1C=CC=CC=1. (5) Given the product [O:1]1[CH:5]=[CH:4][CH:3]=[C:2]1[C:6]1[CH:7]=[C:8]([C:10]2[S:11][CH:12]=[CH:13][CH:14]=2)[NH:36][C:34](=[S:35])[C:33]=1[C:31]#[N:32], predict the reactants needed to synthesize it. The reactants are: [O:1]1[CH:5]=[CH:4][CH:3]=[C:2]1/[CH:6]=[CH:7]/[C:8]([C:10]1[S:11][CH:12]=[CH:13][CH:14]=1)=O.C1(C=CC(C2C=CC=CC=2)=O)C=CC=CC=1.[C:31]([CH2:33][C:34]([NH2:36])=[S:35])#[N:32]. (6) The reactants are: [OH:1][C:2]1[C:3]([C:10]([NH:12][C@H:13]2[CH2:21][CH2:20][CH2:19][C@H:18]([CH2:22][C:23]3[CH:28]=[CH:27][C:26]([CH3:29])=[CH:25][CH:24]=3)[C@@H:17]([O:30][C:31]3[CH:36]=[CH:35][CH:34]=[CH:33][CH:32]=3)[C@H:16]([CH3:37])[O:15][C:14]2=[O:38])=[O:11])=[N:4][CH:5]=[CH:6][C:7]=1[O:8][CH3:9].[C:39](Cl)(=[O:41])[CH3:40].CCN(CC)CC. Given the product [C:39]([O:1][C:2]1[C:3]([C:10](=[O:11])[NH:12][C@H:13]2[CH2:21][CH2:20][CH2:19][C@H:18]([CH2:22][C:23]3[CH:24]=[CH:25][C:26]([CH3:29])=[CH:27][CH:28]=3)[C@@H:17]([O:30][C:31]3[CH:36]=[CH:35][CH:34]=[CH:33][CH:32]=3)[C@H:16]([CH3:37])[O:15][C:14]2=[O:38])=[N:4][CH:5]=[CH:6][C:7]=1[O:8][CH3:9])(=[O:41])[CH3:40], predict the reactants needed to synthesize it. (7) Given the product [Br:9][C:4]1[C:5](=[O:8])[NH:6][CH:7]=[C:2]([CH3:1])[CH:3]=1, predict the reactants needed to synthesize it. The reactants are: [CH3:1][C:2]1[CH:3]=[CH:4][C:5](=[O:8])[NH:6][CH:7]=1.[Br:9]N1C(=O)CCC1=O. (8) The reactants are: [NH2:1][C:2]1[N:3]=[C:4]([C:17]2[CH:18]=[C:19]([O:23][CH2:24][C@H:25]([NH:28][C:29](=[O:35])[O:30][C:31]([CH3:34])([CH3:33])[CH3:32])[CH2:26][CH3:27])[CH:20]=[N:21][CH:22]=2)[CH:5]=[C:6]2[C:11]=1[CH:10]=[N:9][C:8]1[CH:12]=[CH:13][C:14]([Br:16])=[CH:15][C:7]2=1.CO[CH:38](OC)[N:39]([CH3:41])[CH3:40]. Given the product [Br:16][C:14]1[CH:13]=[CH:12][C:8]2[N:9]=[CH:10][C:11]3[C:6]([C:7]=2[CH:15]=1)=[CH:5][C:4]([C:17]1[CH:18]=[C:19]([O:23][CH2:24][C@H:25]([NH:28][C:29](=[O:35])[O:30][C:31]([CH3:34])([CH3:33])[CH3:32])[CH2:26][CH3:27])[CH:20]=[N:21][CH:22]=1)=[N:3][C:2]=3/[N:1]=[CH:38]/[N:39]([CH3:41])[CH3:40], predict the reactants needed to synthesize it. (9) Given the product [F:13][C@H:11]1[CH2:12][N:8]([C:6]([O:5][C:1]([CH3:2])([CH3:3])[CH3:4])=[O:7])[C@H:9]([CH2:14][OH:15])[CH2:10]1, predict the reactants needed to synthesize it. The reactants are: [C:1]([O:5][C:6]([N:8]1[CH2:12][C@H:11]([F:13])[CH2:10][C@H:9]1[C:14](O)=[O:15])=[O:7])([CH3:4])([CH3:3])[CH3:2].ClC(OCC(C)C)=O.CN1CCOCC1.[BH4-].[Na+].